This data is from Catalyst prediction with 721,799 reactions and 888 catalyst types from USPTO. The task is: Predict which catalyst facilitates the given reaction. (1) Reactant: [CH3:1][O:2][C:3]1[CH:8]=[CH:7][C:6]([CH2:9][CH2:10][NH2:11])=[CH:5][CH:4]=1.[C:12]([N:15]1[C:24]2[C:19](=[CH:20][C:21]([C:25](O)=[O:26])=[CH:22][CH:23]=2)[C:18]([C:29]2[CH:34]=[CH:33][CH:32]=[CH:31][CH:30]=2)([CH3:28])[CH2:17][C:16]1([CH3:36])[CH3:35])(=[O:14])[CH3:13].CN(C(ON1N=NC2C=CC=NC1=2)=[N+](C)C)C.F[P-](F)(F)(F)(F)F.C(N(CC)C(C)C)(C)C. Product: [C:12]([N:15]1[C:24]2[C:19](=[CH:20][C:21]([C:25]([NH:11][CH2:10][CH2:9][C:6]3[CH:7]=[CH:8][C:3]([O:2][CH3:1])=[CH:4][CH:5]=3)=[O:26])=[CH:22][CH:23]=2)[C:18]([C:29]2[CH:34]=[CH:33][CH:32]=[CH:31][CH:30]=2)([CH3:28])[CH2:17][C:16]1([CH3:36])[CH3:35])(=[O:14])[CH3:13]. The catalyst class is: 4. (2) Reactant: [ClH:1].C(OC(=O)[NH:8][C:9]1[N:10]=[C:11]2[N:15]([CH:16]=1)[CH:14]=[C:13]([Br:17])[S:12]2)(C)(C)C. Product: [ClH:1].[Br:17][C:13]1[S:12][C:11]2=[N:10][C:9]([NH2:8])=[CH:16][N:15]2[CH:14]=1. The catalyst class is: 12. (3) Reactant: C(OC([N:8]([C:11]1([C@@H:14]2[CH2:18][CH2:17][NH:16][CH2:15]2)[CH2:13][CH2:12]1)[CH2:9][CH3:10])=O)(C)(C)C.C(N(CC)CC)C.F[C:27]1[C:36]([CH3:37])=[C:35]2[C:30]([C:31](=[O:45])[C:32]([C:42]([OH:44])=[O:43])=[CH:33][N:34]2[C@@H:38]2[CH2:40][C@@H:39]2[F:41])=[CH:29][CH:28]=1. Product: [CH2:9]([NH:8][C:11]1([C@@H:14]2[CH2:18][CH2:17][N:16]([C:27]3[C:36]([CH3:37])=[C:35]4[C:30]([C:31](=[O:45])[C:32]([C:42]([OH:44])=[O:43])=[CH:33][N:34]4[C@@H:38]4[CH2:40][C@@H:39]4[F:41])=[CH:29][CH:28]=3)[CH2:15]2)[CH2:12][CH2:13]1)[CH3:10]. The catalyst class is: 16. (4) Reactant: [Cl:1][C:2]1[N:7]=[C:6](Cl)[CH:5]=[CH:4][N:3]=1.Cl.[CH3:10][C:11]1[CH:19]=[C:18]2[C:14]([CH:15]=[N:16][NH:17]2)=[CH:13][C:12]=1[NH2:20]. Product: [Cl:1][C:2]1[N:7]=[C:6]([NH:20][C:12]2[CH:13]=[C:14]3[C:18](=[CH:19][C:11]=2[CH3:10])[NH:17][N:16]=[CH:15]3)[CH:5]=[CH:4][N:3]=1. The catalyst class is: 14.